This data is from Catalyst prediction with 721,799 reactions and 888 catalyst types from USPTO. The task is: Predict which catalyst facilitates the given reaction. (1) Reactant: [Cl:1][C:2]1[CH:3]=[C:4]2[C:9](=[CH:10][CH:11]=1)[N:8]=[CH:7][CH:6]=[C:5]2[CH2:12][N:13]1[C:21]([C:22]2[N:26]([CH3:27])[CH:25]=[C:24]([C:28]#[N:29])[CH:23]=2)=[C:20]2[C:15]([N:16]([CH2:32][CH:33]3[CH2:35][CH2:34]3)[C:17](=[O:31])[NH:18][C:19]2=O)=[N:14]1.P(Cl)(Cl)(=O)[O:37][C:38]1[CH:43]=CC(Cl)=CC=1.[N+:48](C1N=CNN=1)([O-])=O. Product: [Cl:1][C:2]1[CH:3]=[C:4]2[C:9](=[CH:10][CH:11]=1)[N:8]=[CH:7][CH:6]=[C:5]2[CH2:12][N:13]1[C:21]([C:22]2[N:26]([CH3:27])[CH:25]=[C:24]([C:28]#[N:29])[CH:23]=2)=[C:20]2[C:15]([N:16]([CH2:32][CH:33]3[CH2:35][CH2:34]3)[C:17](=[O:31])[N:18]=[C:19]2[NH:48][CH2:43][CH2:38][OH:37])=[N:14]1. The catalyst class is: 300. (2) Product: [CH3:1][O:2][C:3]1[CH:11]=[CH:10][C:9]2[N:8]3[CH2:12][CH2:13][NH:14][CH2:15][C:7]3=[CH:6][C:5]=2[CH:4]=1. Reactant: [CH3:1][O:2][C:3]1[CH:11]=[CH:10][C:9]2[N:8]3[CH2:12][CH2:13][NH:14][C:15](=O)[C:7]3=[CH:6][C:5]=2[CH:4]=1.[H-].[H-].[H-].[H-].[Li+].[Al+3]. The catalyst class is: 1. (3) The catalyst class is: 12. Product: [ClH:28].[I:27][C:24]1[CH:25]=[CH:26][C:21]([O:20][C:17]2[CH:16]=[CH:15][C:14]([N:11]3[CH2:10][CH2:9][NH:8][CH2:13][CH2:12]3)=[CH:19][CH:18]=2)=[CH:22][CH:23]=1. Reactant: C(OC([N:8]1[CH2:13][CH2:12][N:11]([C:14]2[CH:19]=[CH:18][C:17]([O:20][C:21]3[CH:26]=[CH:25][C:24]([I:27])=[CH:23][CH:22]=3)=[CH:16][CH:15]=2)[CH2:10][CH2:9]1)=O)(C)(C)C.[ClH:28]. (4) Reactant: [F:1][C:2]1[CH:10]=[CH:9][CH:8]=[C:7]([CH3:11])[C:3]=1[C:4]([OH:6])=[O:5].[N+:12]([O-])([OH:14])=[O:13]. Product: [F:1][C:2]1[C:3]([C:4]([OH:6])=[O:5])=[C:7]([CH3:11])[C:8]([N+:12]([O-:14])=[O:13])=[CH:9][CH:10]=1. The catalyst class is: 65. (5) Reactant: [CH2:1]([O:3][C:4]([NH:6][C:7]1[CH:8]=[C:9]([CH:28]=[CH:29][CH:30]=1)[CH2:10][N:11]1[C:16](=[O:17])[CH:15]=[CH:14][C:13]([C:18]2[CH:27]=[CH:26][C:21]([C:22]([O:24]C)=[O:23])=[CH:20][CH:19]=2)=[N:12]1)=[O:5])[CH3:2].[OH-].[Li+]. Product: [CH2:1]([O:3][C:4]([NH:6][C:7]1[CH:8]=[C:9]([CH:28]=[CH:29][CH:30]=1)[CH2:10][N:11]1[C:16](=[O:17])[CH:15]=[CH:14][C:13]([C:18]2[CH:19]=[CH:20][C:21]([C:22]([OH:24])=[O:23])=[CH:26][CH:27]=2)=[N:12]1)=[O:5])[CH3:2]. The catalyst class is: 30. (6) Reactant: [C:1]([C:5]1[CH:10]=[CH:9][CH:8]=[CH:7][C:6]=1[OH:11])([CH3:4])([CH3:3])[CH3:2].[Br:12]N1C(=O)CCC1=O. Product: [C:1]([C:5]1[CH:10]=[C:9]([Br:12])[CH:8]=[CH:7][C:6]=1[OH:11])([CH3:4])([CH3:2])[CH3:3]. The catalyst class is: 10. (7) Reactant: Br[C:2]1[CH:7]=[CH:6][CH:5]=[CH:4][C:3]=1[N+:8]([O-:10])=[O:9].CC1(C)C(C)(C)OB([C:19]2[CH:24]=[CH:23][C:22]([O:25][CH3:26])=[CH:21][CH:20]=2)O1.C(=O)([O-])[O-].[K+].[K+]. Product: [CH3:26][O:25][C:22]1[CH:23]=[CH:24][C:19]([C:2]2[CH:7]=[CH:6][CH:5]=[CH:4][C:3]=2[N+:8]([O-:10])=[O:9])=[CH:20][CH:21]=1. The catalyst class is: 11. (8) Reactant: C1C(=O)N([Br:8])C(=O)C1.[Cl:9][C:10]1[CH:15]=[CH:14][CH:13]=[C:12]([Cl:16])[C:11]=1[N:17]1[CH:28]=[CH:27][C:20]2[N:21]=[C:22]([S:25][CH3:26])[N:23]=[CH:24][C:19]=2[C:18]1=[O:29]. Product: [Br:8][C:27]1[C:20]2[N:21]=[C:22]([S:25][CH3:26])[N:23]=[CH:24][C:19]=2[C:18](=[O:29])[N:17]([C:11]2[C:10]([Cl:9])=[CH:15][CH:14]=[CH:13][C:12]=2[Cl:16])[CH:28]=1. The catalyst class is: 10.